This data is from Reaction yield outcomes from USPTO patents with 853,638 reactions. The task is: Predict the reaction yield, written as a fraction of the theoretical maximum amount of product (1.0 means a 100% yield; for example, 0.34 means a 34% yield). (1) The reactants are [CH3:1][C:2]1[C:3](/[C:7](=[N:14]\[O:15][CH2:16][C:17]2[N:22]=[C:21]([N:23]3C(=O)C4C(=CC=CC=4)C3=O)[CH:20]=[CH:19][CH:18]=2)/[C:8]2[CH:13]=[CH:12][CH:11]=[CH:10][CH:9]=2)=[N:4][S:5][N:6]=1.O.NN. The catalyst is C1COCC1. The product is [CH3:1][C:2]1[C:3](/[C:7](=[N:14]\[O:15][CH2:16][C:17]2[N:22]=[C:21]([NH2:23])[CH:20]=[CH:19][CH:18]=2)/[C:8]2[CH:9]=[CH:10][CH:11]=[CH:12][CH:13]=2)=[N:4][S:5][N:6]=1. The yield is 0.750. (2) The reactants are [NH2:1][CH2:2][CH2:3][OH:4].Br[CH2:6][C:7]([O:9][CH2:10][CH3:11])=[O:8].C(N(CC)CC)C.[C:19](O[C:19]([O:21][C:22]([CH3:25])([CH3:24])[CH3:23])=[O:20])([O:21][C:22]([CH3:25])([CH3:24])[CH3:23])=[O:20]. The catalyst is O1CCCC1.C1(C)C=CC=CC=1. The product is [CH2:10]([O:9][C:7](=[O:8])[CH2:6][N:1]([C:19]([O:21][C:22]([CH3:25])([CH3:24])[CH3:23])=[O:20])[CH2:2][CH2:3][OH:4])[CH3:11]. The yield is 0.330. (3) The reactants are [H-].[H-].[H-].[H-].[Li+].[Al+3].[C:7]1([C@@H:13]([N@@:15]2[CH2:17][CH:16]2[C:18](OC)=[O:19])[CH3:14])[CH:12]=[CH:11][CH:10]=[CH:9][CH:8]=1.C1([C@@H]([N@]2CC2C(OC)=O)C)C=CC=CC=1.[OH-].[K+]. The catalyst is C1COCC1. The product is [C:7]1([C@@H:13]([N@:15]2[CH2:17][CH:16]2[CH2:18][OH:19])[CH3:14])[CH:8]=[CH:9][CH:10]=[CH:11][CH:12]=1. The yield is 0.900. (4) The reactants are Br[C:2]1[CH:3]=[C:4]([N:8]([CH2:23][CH:24]([O:29][Si](C(C)(C)C)(C)C)[C:25]([F:28])([F:27])[F:26])[CH2:9][C:10]2[CH:15]=[CH:14][CH:13]=[C:12]([O:16][C:17]([F:22])([F:21])[CH:18]([F:20])[F:19])[CH:11]=2)[CH:5]=[CH:6][CH:7]=1.C(=O)([O-])[O-].[Cs+].[Cs+].[CH3:43][O:44][C:45]1[CH:51]=[CH:50][C:48]([NH2:49])=[CH:47][CH:46]=1.[F-].C([N+](CCCC)(CCCC)CCCC)CCC. The catalyst is C1(C)C=CC=CC=1. The product is [CH3:43][O:44][C:45]1[CH:51]=[CH:50][C:48]([NH:49][C:2]2[CH:3]=[C:4]([N:8]([CH2:9][C:10]3[CH:15]=[CH:14][CH:13]=[C:12]([O:16][C:17]([F:21])([F:22])[CH:18]([F:20])[F:19])[CH:11]=3)[CH2:23][CH:24]([OH:29])[C:25]([F:26])([F:28])[F:27])[CH:5]=[CH:6][CH:7]=2)=[CH:47][CH:46]=1. The yield is 0.730. (5) The catalyst is C(Cl)Cl. The yield is 0.941. The product is [O:6]([CH2:5][CH:4]([CH2:1][CH2:2][CH3:3])[CH2:7][CH2:8][CH2:9][CH2:10][CH3:11])[S:14]([C:13]([F:26])([F:25])[F:12])(=[O:16])=[O:15]. The reactants are [CH2:1]([CH:4]([CH2:7][CH2:8][CH2:9][CH2:10][CH3:11])[CH2:5][OH:6])[CH2:2][CH3:3].[F:12][C:13]([F:26])([F:25])[S:14](O[S:14]([C:13]([F:26])([F:25])[F:12])(=[O:16])=[O:15])(=[O:16])=[O:15].C([O-])(O)=O.[Na+]. (6) The reactants are [CH3:1][S:2]([C:5]1[CH:6]=[C:7]([C:11]2[CH:16]=[CH:15][C:14]([C:17]3[N:21]([CH2:22][C:23]([O:25]CC)=[O:24])[N:20]=[C:19]([C:28]([F:31])([F:30])[F:29])[CH:18]=3)=[CH:13][CH:12]=2)[CH:8]=[CH:9][CH:10]=1)(=[O:4])=[O:3].[OH-].[Li+]. The catalyst is C1COCC1.O. The product is [CH3:1][S:2]([C:5]1[CH:6]=[C:7]([C:11]2[CH:16]=[CH:15][C:14]([C:17]3[N:21]([CH2:22][C:23]([OH:25])=[O:24])[N:20]=[C:19]([C:28]([F:31])([F:29])[F:30])[CH:18]=3)=[CH:13][CH:12]=2)[CH:8]=[CH:9][CH:10]=1)(=[O:3])=[O:4]. The yield is 0.830. (7) The reactants are [C:1]([N:5]1[C:9]2[N:10]=[C:11]([NH:14][C:15](=[O:23])[C:16]3[CH:21]=[CH:20][C:19]([CH3:22])=[CH:18][CH:17]=3)[N:12]=[CH:13][C:8]=2[C:7](I)=[CH:6]1)([CH3:4])([CH3:3])[CH3:2].[CH3:25][N:26]([CH3:30])[CH2:27][CH2:28][NH2:29].CN([CH:34]=[O:35])C. The catalyst is CCOC(C)=O.Cl[Pd](Cl)([P](C1C=CC=CC=1)(C1C=CC=CC=1)C1C=CC=CC=1)[P](C1C=CC=CC=1)(C1C=CC=CC=1)C1C=CC=CC=1. The product is [CH3:25][N:26]([CH3:30])[CH2:27][CH2:28][NH:29][C:34]([C:7]1[C:8]2[CH:13]=[N:12][C:11]([NH:14][C:15](=[O:23])[C:16]3[CH:21]=[CH:20][C:19]([CH3:22])=[CH:18][CH:17]=3)=[N:10][C:9]=2[N:5]([C:1]([CH3:4])([CH3:3])[CH3:2])[CH:6]=1)=[O:35]. The yield is 0.260. (8) The reactants are [C:1]1([C:7]2[CH2:11][CH:10]([CH2:12][CH2:13][CH:14]=O)[O:9][N:8]=2)[CH:6]=[CH:5][CH:4]=[CH:3][CH:2]=1.[C:16]1([CH3:28])[CH:21]=[CH:20][CH:19]=[CH:18][C:17]=1[N:22]1[CH2:27][CH2:26][NH:25][CH2:24][CH2:23]1.[BH-](OC(C)=O)(OC(C)=O)OC(C)=O.[Na+]. The catalyst is C(Cl)Cl. The product is [C:1]1([C:7]2[CH2:11][CH:10]([CH2:12][CH2:13][CH2:14][N:25]3[CH2:26][CH2:27][N:22]([C:17]4[CH:18]=[CH:19][CH:20]=[CH:21][C:16]=4[CH3:28])[CH2:23][CH2:24]3)[O:9][N:8]=2)[CH:6]=[CH:5][CH:4]=[CH:3][CH:2]=1. The yield is 0.731.